From a dataset of Full USPTO retrosynthesis dataset with 1.9M reactions from patents (1976-2016). Predict the reactants needed to synthesize the given product. (1) Given the product [Br:17][C:18]1[CH:19]=[C:20]2[C:24](=[CH:25][CH:26]=1)[NH:23][C:22](=[O:27])[C:21]2=[CH:7][C:6]1[CH:5]=[C:4]([CH:1]([CH3:3])[CH3:2])[C:11]([O:12][CH3:13])=[C:10]([CH:14]([CH3:16])[CH3:15])[CH:9]=1, predict the reactants needed to synthesize it. The reactants are: [CH:1]([C:4]1[CH:5]=[C:6]([CH:9]=[C:10]([CH:14]([CH3:16])[CH3:15])[C:11]=1[O:12][CH3:13])[CH:7]=O)([CH3:3])[CH3:2].[Br:17][C:18]1[CH:19]=[C:20]2[C:24](=[CH:25][CH:26]=1)[NH:23][C:22](=[O:27])[CH2:21]2. (2) Given the product [OH:1][C@H:2]([CH2:29][OH:30])[CH2:3][O:4][NH:5][C:6]([C:8]1[N:16]([CH:17]2[CH2:18][CH2:19]2)[C:15]2[CH:14]=[CH:13][N:12]=[CH:11][C:10]=2[C:9]=1[NH:20][C:21]1[CH:26]=[CH:25][C:24]([I:27])=[CH:23][C:22]=1[F:28])=[O:7], predict the reactants needed to synthesize it. The reactants are: [OH:1][CH:2]([CH2:29][OH:30])[CH2:3][O:4][NH:5][C:6]([C:8]1[N:16]([CH:17]2[CH2:19][CH2:18]2)[C:15]2[CH:14]=[CH:13][N:12]=[CH:11][C:10]=2[C:9]=1[NH:20][C:21]1[CH:26]=[CH:25][C:24]([I:27])=[CH:23][C:22]=1[F:28])=[O:7].CC1(C)O[C@@H](CON)CO1.